From a dataset of Kir2.1 potassium channel HTS with 301,493 compounds. Binary Classification. Given a drug SMILES string, predict its activity (active/inactive) in a high-throughput screening assay against a specified biological target. (1) The molecule is O=C(NN1CC(=O)N(CC1=O)c1ccccc1)CN1CCc2c1cccc2. The result is 0 (inactive). (2) The drug is O1c2c(OC1)ccc(c2)C(=O)/C=C/Nc1ccc(OCC)cc1. The result is 0 (inactive). (3) The drug is s1c2c(CCN(C2)C)c2c1nc(SCC(=O)N1CCOCC1)nc2N. The result is 0 (inactive). (4) The molecule is Clc1cc(NC(O\N=C\c2ccncc2)=O)ccc1Cl. The result is 0 (inactive). (5) The molecule is Clc1c(Cc2c(=O)n(CCc3ncccc3)ccc2O)c(F)ccc1. The result is 0 (inactive). (6) The drug is Clc1c(/C=N\Nc2sc3CCCCc3n2)ccc(Cl)c1. The result is 0 (inactive).